From a dataset of Peptide-MHC class II binding affinity with 134,281 pairs from IEDB. Regression. Given a peptide amino acid sequence and an MHC pseudo amino acid sequence, predict their binding affinity value. This is MHC class II binding data. The binding affinity (normalized) is 0.225. The peptide sequence is VDIKPKDSDEFIPMK. The MHC is DRB1_0901 with pseudo-sequence DRB1_0901.